Dataset: Reaction yield outcomes from USPTO patents with 853,638 reactions. Task: Predict the reaction yield, written as a fraction of the theoretical maximum amount of product (1.0 means a 100% yield; for example, 0.34 means a 34% yield). (1) The reactants are [CH:1]1([CH2:6][CH:7]([C:11]2[CH:16]=[CH:15][C:14]([I:17])=[CH:13][CH:12]=2)[C:8]([OH:10])=[O:9])[CH2:5][CH2:4][CH2:3][CH2:2]1.[CH3:18]O. The catalyst is S(=O)(=O)(O)O. The product is [CH3:18][O:9][C:8](=[O:10])[CH:7]([C:11]1[CH:16]=[CH:15][C:14]([I:17])=[CH:13][CH:12]=1)[CH2:6][CH:1]1[CH2:5][CH2:4][CH2:3][CH2:2]1. The yield is 0.970. (2) The reactants are [Cl:1][C:2]1[CH:11]=[CH:10][C:9]2[C:8](=[O:12])[CH2:7][C:6]([CH3:14])([CH3:13])[CH2:5][C:4]=2[N:3]=1. The catalyst is C(O)C(C)C. The product is [ClH:1].[CH2:8]([O:12][C:2]1[CH:11]=[CH:10][C:9]2[C:8](=[O:12])[CH2:7][C:6]([CH3:14])([CH3:13])[CH2:5][C:4]=2[N:3]=1)[CH:9]([CH3:10])[CH3:4]. The yield is 0.350. (3) The reactants are [F:1][CH:2]([F:14])[C:3]1[C:7]([C:8]([O:10]CC)=[O:9])=[CH:6][N:5]([CH3:13])[N:4]=1.[OH-].[Na+].Cl. No catalyst specified. The product is [F:14][CH:2]([F:1])[C:3]1[C:7]([C:8]([OH:10])=[O:9])=[CH:6][N:5]([CH3:13])[N:4]=1. The yield is 0.870. (4) The reactants are [F:1][C:2]1[CH:3]=[N:4][C:5]2[C:10]([C:11]=1[CH2:12][CH2:13][N:14]1[CH2:19][CH2:18][C:17]([NH:21]C(=O)OCC3C=CC=CC=3)([CH3:20])[CH2:16][CH2:15]1)=[N:9][C:8]([O:32][CH3:33])=[CH:7][CH:6]=2. The catalyst is C(O)C.[OH-].[OH-].[Pd+2]. The product is [F:1][C:2]1[CH:3]=[N:4][C:5]2[C:10]([C:11]=1[CH2:12][CH2:13][N:14]1[CH2:15][CH2:16][C:17]([CH3:20])([NH2:21])[CH2:18][CH2:19]1)=[N:9][C:8]([O:32][CH3:33])=[CH:7][CH:6]=2. The yield is 0.900. (5) The reactants are C(O)(C(F)(F)F)=O.[Cl:8][C:9]1[CH:10]=[C:11]([Cl:39])[C:12]2[C:13]3[CH2:31][CH2:30][N:29](C(OC(C)(C)C)=O)[CH2:28][CH2:27][C:14]=3[N:15]([CH2:18][CH2:19][O:20][C:21]3[CH:26]=[CH:25][CH:24]=[CH:23][CH:22]=3)[C:16]=2[CH:17]=1.[OH-].[Na+]. The catalyst is C(Cl)Cl. The product is [ClH:8].[Cl:8][C:9]1[CH:10]=[C:11]([Cl:39])[C:12]2[C:13]3[CH2:31][CH2:30][NH:29][CH2:28][CH2:27][C:14]=3[N:15]([CH2:18][CH2:19][O:20][C:21]3[CH:26]=[CH:25][CH:24]=[CH:23][CH:22]=3)[C:16]=2[CH:17]=1. The yield is 0.330. (6) The catalyst is O1CCCC1. The yield is 0.940. The reactants are [Br:1][C:2]1[S:3][C:4]([CH3:11])=[C:5]([C:7](OC)=[O:8])[N:6]=1.CO.[BH4-].[Li+]. The product is [Br:1][C:2]1[S:3][C:4]([CH3:11])=[C:5]([CH2:7][OH:8])[N:6]=1.